Dataset: Reaction yield outcomes from USPTO patents with 853,638 reactions. Task: Predict the reaction yield, written as a fraction of the theoretical maximum amount of product (1.0 means a 100% yield; for example, 0.34 means a 34% yield). (1) The reactants are [OH:1][C:2]1[C:7](=[O:8])[CH:6]=[CH:5][O:4][C:3]=1[CH3:9].[N+:10]([C:13]1[CH:18]=[C:17]([N+:19]([O-:21])=[O:20])[CH:16]=[CH:15][C:14]=1[S:22](Cl)(=[O:24])=[O:23])([O-:12])=[O:11]. The catalyst is N1C=CC=CC=1. The product is [N+:10]([C:13]1[CH:18]=[C:17]([N+:19]([O-:21])=[O:20])[CH:16]=[CH:15][C:14]=1[S:22]([O:1][C:2]1[C:7](=[O:8])[CH:6]=[CH:5][O:4][C:3]=1[CH3:9])(=[O:24])=[O:23])([O-:12])=[O:11]. The yield is 0.280. (2) The reactants are [C:1]([C:3]1[CH:12]=[CH:11][C:6]([C:7]([O:9][CH3:10])=[O:8])=[C:5]([NH:13]C(=O)C(F)(F)F)[CH:4]=1)#[N:2].C(=O)([O-])[O-].[K+].[K+]. The catalyst is CO. The product is [NH2:13][C:5]1[CH:4]=[C:3]([C:1]#[N:2])[CH:12]=[CH:11][C:6]=1[C:7]([O:9][CH3:10])=[O:8]. The yield is 0.760.